From a dataset of Reaction yield outcomes from USPTO patents with 853,638 reactions. Predict the reaction yield, written as a fraction of the theoretical maximum amount of product (1.0 means a 100% yield; for example, 0.34 means a 34% yield). (1) The reactants are [CH3:1][C:2]1[CH:3]=[C:4]([C:9]2[CH:14]=[C:13]([CH3:15])[CH:12]=[CH:11][N:10]=2)[N+:5]([O-])=[CH:6][CH:7]=1.C[Si]([C:20]#[N:21])(C)C.CN(C)C(Cl)=O. The catalyst is [N+](CC)([O-])=O. The product is [C:20]([C:11]1[N:10]=[C:9]([C:4]2[CH:3]=[C:2]([CH3:1])[CH:7]=[CH:6][N:5]=2)[CH:14]=[C:13]([CH3:15])[CH:12]=1)#[N:21]. The yield is 0.870. (2) The reactants are [C:1]([CH2:3][C:4]([N:6]1[CH2:10]C[CH:8]([CH2:11][NH:12][C:13]2[N:18]3[CH:19]=[CH:20][N:21]=[C:17]3[C:16]([C:22]([NH2:24])=[O:23])=[C:15]([NH:25][C:26]3[CH:31]=[C:30]([O:32][CH3:33])[CH:29]=[C:28]([O:34][CH3:35])[CH:27]=3)[N:14]=2)[CH2:7]1)=[O:5])#[N:2].[CH:36]1([CH:39]=O)[CH2:38][CH2:37]1.C(O)(=O)C.N1CCCCC1. The catalyst is CCO. The product is [C:1]([C:3](=[CH:39][CH:36]1[CH2:37][CH2:38]1)[C:4]([N:6]1[CH2:7][CH:8]([CH2:11][NH:12][C:13]2[N:18]3[CH:19]=[CH:20][N:21]=[C:17]3[C:16]([C:22]([NH2:24])=[O:23])=[C:15]([NH:25][C:26]3[CH:31]=[C:30]([O:32][CH3:33])[CH:29]=[C:28]([O:34][CH3:35])[CH:27]=3)[N:14]=2)[CH2:10]1)=[O:5])#[N:2]. The yield is 0.250. (3) The reactants are [C:1]1([C:7]2[NH:11][CH:10]=[C:9]([CH2:12][OH:13])[CH:8]=2)[CH:6]=[CH:5][CH:4]=[CH:3][CH:2]=1.C[N+]1([O-])CCOCC1. The catalyst is C(#N)C.[Ru]([O-])(=O)(=O)=O.C([N+](CCC)(CCC)CCC)CC. The product is [C:1]1([C:7]2[NH:11][CH:10]=[C:9]([CH:12]=[O:13])[CH:8]=2)[CH:6]=[CH:5][CH:4]=[CH:3][CH:2]=1. The yield is 0.620. (4) The reactants are [NH:1]1[C:9]2[C:4](=[CH:5][CH:6]=[CH:7][CH:8]=2)[C:3]([CH2:10][C@H:11]([NH:23][C:24](=[O:30])[O:25][C:26]([CH3:29])([CH3:28])[CH3:27])[CH2:12][O:13][C:14]2[CH:19]=[CH:18][CH:17]=[C:16]([N+:20]([O-])=O)[CH:15]=2)=[CH:2]1.C([O-])=O.[NH4+]. The catalyst is CO.[Pd]. The product is [NH2:20][C:16]1[CH:15]=[C:14]([CH:19]=[CH:18][CH:17]=1)[O:13][CH2:12][C@@H:11]([NH:23][C:24](=[O:30])[O:25][C:26]([CH3:29])([CH3:27])[CH3:28])[CH2:10][C:3]1[C:4]2[C:9](=[CH:8][CH:7]=[CH:6][CH:5]=2)[NH:1][CH:2]=1. The yield is 0.870. (5) The reactants are [CH3:1][S:2][CH2:3][CH2:4][OH:5].[H-].[Na+].Br[CH:9]([CH3:13])[C:10]([OH:12])=[O:11]. No catalyst specified. The product is [CH3:1][S:2][CH2:3][CH2:4][O:5][CH:9]([CH3:13])[C:10]([OH:12])=[O:11]. The yield is 0.780. (6) The reactants are [CH2:1]([O:8][C:9]([C:11]1[C:19]2[C:14](=[CH:15][CH:16]=[C:17]([O:20][CH2:21][CH2:22]Cl)[CH:18]=2)[NH:13][C:12]=1[CH3:24])=[O:10])[C:2]1[CH:7]=[CH:6][CH:5]=[CH:4][CH:3]=1.[NH:25]1[CH2:29][CH2:28][CH2:27][CH:26]1[C:30]1[CH:31]=[N:32][CH:33]=[CH:34][CH:35]=1. The catalyst is C(#N)C.C(Cl)Cl. The product is [CH2:1]([O:8][C:9]([C:11]1[C:19]2[C:14](=[CH:15][CH:16]=[C:17]([O:20][CH2:21][CH2:22][N:25]3[CH2:29][CH2:28][CH2:27][CH:26]3[C:30]3[CH:31]=[N:32][CH:33]=[CH:34][CH:35]=3)[CH:18]=2)[NH:13][C:12]=1[CH3:24])=[O:10])[C:2]1[CH:7]=[CH:6][CH:5]=[CH:4][CH:3]=1. The yield is 0.230. (7) The yield is 0.932. The product is [Br:1][C:2]1[CH:7]=[CH:6][CH:5]=[C:4]([S:8][CH:16]([CH3:18])[CH3:17])[CH:3]=1. The reactants are [Br:1][C:2]1[CH:3]=[C:4]([SH:8])[CH:5]=[CH:6][CH:7]=1.C(=O)([O-])[O-].[K+].[K+].I[CH:16]([CH3:18])[CH3:17]. The catalyst is CC(C)=O. (8) The reactants are [CH2:1]([NH2:8])[C:2]1[CH:7]=[CH:6][CH:5]=[CH:4][CH:3]=1.FC(F)(F)S(O[Si](C)(C)C)(=O)=O.[OH-].[Na+].[CH2:23]([S:25][C:26]#[N:27])[CH3:24]. No catalyst specified. The product is [CH2:1]([NH:8][C:26](=[NH:27])[S:25][CH2:23][CH3:24])[C:2]1[CH:7]=[CH:6][CH:5]=[CH:4][CH:3]=1. The yield is 1.00. (9) The catalyst is C(O)C. The yield is 0.910. The product is [CH3:1][C:2]1[N:7]=[C:6]([CH2:8][OH:9])[CH:5]=[CH:4][C:3]=1[N+:10]([O-:12])=[O:11]. The reactants are [CH3:1][C:2]1[N:7]=[C:6]([CH:8]=[O:9])[CH:5]=[CH:4][C:3]=1[N+:10]([O-:12])=[O:11].[BH4-].[Na+].